From a dataset of TCR-epitope binding with 47,182 pairs between 192 epitopes and 23,139 TCRs. Binary Classification. Given a T-cell receptor sequence (or CDR3 region) and an epitope sequence, predict whether binding occurs between them. (1) The epitope is KLPDDFTGCV. The TCR CDR3 sequence is CASNFDKGGYEQYF. Result: 0 (the TCR does not bind to the epitope). (2) The epitope is LLLGIGILV. The TCR CDR3 sequence is CATEYTNTGELFF. Result: 0 (the TCR does not bind to the epitope). (3) The epitope is NLVPMVATV. The TCR CDR3 sequence is CASSLDTWINIQYF. Result: 0 (the TCR does not bind to the epitope). (4) The epitope is RLRPGGKKR. The TCR CDR3 sequence is CASSLDWGTFGEQYF. Result: 1 (the TCR binds to the epitope).